From a dataset of Full USPTO retrosynthesis dataset with 1.9M reactions from patents (1976-2016). Predict the reactants needed to synthesize the given product. (1) Given the product [F:2][C:3]1[CH:20]=[C:19]([S:21]([CH3:24])(=[O:23])=[O:22])[CH:18]=[CH:17][C:4]=1[CH2:5][O:6][CH2:7][C@@H:8]1[CH2:10][C@@H:9]1[CH:11]1[CH2:12][CH2:13][N:14]([C:34]2[N:35]=[CH:36][C:37]([CH:25]=[O:28])=[CH:32][N:33]=2)[CH2:15][CH2:16]1, predict the reactants needed to synthesize it. The reactants are: Cl.[F:2][C:3]1[CH:20]=[C:19]([S:21]([CH3:24])(=[O:23])=[O:22])[CH:18]=[CH:17][C:4]=1[CH2:5][O:6][CH2:7][C@@H:8]1[CH2:10][C@@H:9]1[CH:11]1[CH2:16][CH2:15][NH:14][CH2:13][CH2:12]1.[C:25]([O-:28])([O-])=O.[Cs+].[Cs+].Cl[C:32]1[CH:37]=[CH:36][N:35]=[C:34](C=O)[N:33]=1. (2) Given the product [OH:36][C:4]1[CH:5]=[CH:6][C:1]([N:7]2[C:12](=[O:13])[C:11]3[S:14][CH:15]=[C:16]([C:17]4[CH:18]=[CH:19][CH:20]=[CH:21][CH:22]=4)[C:10]=3[N:9]=[CH:8]2)=[CH:2][CH:3]=1, predict the reactants needed to synthesize it. The reactants are: [C:1]1([N:7]2[C:12](=[O:13])[C:11]3[S:14][CH:15]=[C:16]([C:17]4[CH:22]=[CH:21][CH:20]=[CH:19][CH:18]=4)[C:10]=3[N:9]=[CH:8]2)[CH:6]=[CH:5][CH:4]=[CH:3][CH:2]=1.NC1C(C2C=CC=CC=2)=CSC=1C(OC)=[O:36].C(OCC)(OCC)OCC.NC1C=CC(O)=CC=1.